Task: Predict which catalyst facilitates the given reaction.. Dataset: Catalyst prediction with 721,799 reactions and 888 catalyst types from USPTO (1) Reactant: C(OC(=O)[NH:7][C:8]1[CH:13]=[C:12]([N:14]([CH3:18])[CH2:15][CH2:16][CH3:17])[C:11]([CH3:19])=[CH:10][C:9]=1[NH2:20])(C)(C)C.C(O[C:27](=[O:50])[CH2:28][C:29](=O)[C:30]1[CH:35]=[CH:34][CH:33]=[C:32]([C:36]2[O:37][CH:38]=[C:39]([CH2:41][O:42]C3CCCCO3)[N:40]=2)[CH:31]=1)(C)(C)C.C(O)(C(F)(F)F)=O. Product: [OH:42][CH2:41][C:39]1[N:40]=[C:36]([C:32]2[CH:31]=[C:30]([C:29]3[CH2:28][C:27](=[O:50])[NH:20][C:9]4[CH:10]=[C:11]([CH3:19])[C:12]([N:14]([CH3:18])[CH2:15][CH2:16][CH3:17])=[CH:13][C:8]=4[N:7]=3)[CH:35]=[CH:34][CH:33]=2)[O:37][CH:38]=1. The catalyst class is: 2. (2) Reactant: [Br:1][C:2]1[CH:3]=[C:4]([C:8]2(O)[CH2:12][CH2:11][CH2:10][CH2:9]2)[CH:5]=[N:6][CH:7]=1.Cl.O.C(=O)(O)[O-].[Na+]. Product: [Br:1][C:2]1[CH:7]=[N:6][CH:5]=[C:4]([C:8]2[CH2:12][CH2:11][CH2:10][CH:9]=2)[CH:3]=1. The catalyst class is: 11. (3) Reactant: [CH3:1][N:2]([CH:4]=[N:5][C:6]1[NH:7][CH:8]=[CH:9][N:10]=1)[CH3:3].C(N(CC)CC)C.[C:18](Cl)([C:31]1[CH:36]=[CH:35][CH:34]=[CH:33][CH:32]=1)([C:25]1[CH:30]=[CH:29][CH:28]=[CH:27][CH:26]=1)[C:19]1[CH:24]=[CH:23][CH:22]=[CH:21][CH:20]=1. Product: [C:18]([N:7]1[CH:8]=[CH:9][N:10]=[C:6]1[N:5]=[CH:4][N:2]([CH3:3])[CH3:1])([C:19]1[CH:24]=[CH:23][CH:22]=[CH:21][CH:20]=1)([C:31]1[CH:32]=[CH:33][CH:34]=[CH:35][CH:36]=1)[C:25]1[CH:26]=[CH:27][CH:28]=[CH:29][CH:30]=1. The catalyst class is: 2. (4) Reactant: Br[CH:2]1[CH2:4][CH2:3]1.[N:5]1[CH:10]=[CH:9][CH:8]=[CH:7][C:6]=1[C:11]#[N:12].[BH4-].[Na+]. Product: [CH:2]1([CH:11]([C:6]2[CH:7]=[CH:8][CH:9]=[CH:10][N:5]=2)[NH2:12])[CH2:4][CH2:3]1. The catalyst class is: 36.